This data is from Forward reaction prediction with 1.9M reactions from USPTO patents (1976-2016). The task is: Predict the product of the given reaction. (1) Given the reactants C([SiH](CC)CC)C.[Br:8][C:9]1[C:18]2[C:13](=[CH:14][CH:15]=[CH:16][CH:17]=2)[CH:12]=[C:11]([CH:19]([C:21]2[S:25][C:24]3[CH:26]=[CH:27][C:28]([F:30])=[CH:29][C:23]=3[CH:22]=2)O)[CH:10]=1.C(=O)([O-])O.[Na+], predict the reaction product. The product is: [Br:8][C:9]1[C:18]2[C:13](=[CH:14][CH:15]=[CH:16][CH:17]=2)[CH:12]=[C:11]([CH2:19][C:21]2[S:25][C:24]3[CH:26]=[CH:27][C:28]([F:30])=[CH:29][C:23]=3[CH:22]=2)[CH:10]=1. (2) The product is: [Cl:1][C:2]1[CH:3]=[CH:4][C:5]([S:8]([N:11]([CH2:20][C:21]2[CH:26]=[CH:25][C:24]([C:27]#[N:28])=[CH:23][CH:22]=2)[CH2:12][C:13]2[CH:18]=[CH:17][CH:16]=[CH:15][N:14]=2)(=[O:10])=[O:9])=[CH:6][CH:7]=1. Given the reactants [Cl:1][C:2]1[CH:7]=[CH:6][C:5]([S:8]([NH:11][CH2:12][C:13]2[CH:18]=[CH:17][CH:16]=[CH:15][N:14]=2)(=[O:10])=[O:9])=[CH:4][CH:3]=1.Br[CH2:20][C:21]1[CH:26]=[CH:25][C:24]([C:27]#[N:28])=[CH:23][CH:22]=1.C(=O)([O-])[O-].[K+].[K+], predict the reaction product. (3) Given the reactants [CH2:1]([N:3]([CH2:6][CH3:7])[CH2:4][CH3:5])C.O[N:9]1[C:13]2[CH:14]=CC=[CH:17][C:12]=2N=N1.Cl.C(N=C=NCCCN(C)C)C.[Cl:30][C:31]1[CH:39]=[C:38]2[C:34]([C:35]3([C@@H:44]([C:45]4[CH:50]=[CH:49][CH:48]=[C:47]([Cl:51])[C:46]=4[F:52])[C@H:43]([C:53](O)=[O:54])[NH:42][C:41]43[CH2:60][CH2:59][C:58]([CH3:62])([CH3:61])[CH2:57][CH2:56]4)[C:36](=[O:40])[NH:37]2)=[CH:33][CH:32]=1.C(OCC)(=[O:65])C, predict the reaction product. The product is: [Cl:30][C:31]1[CH:39]=[C:38]2[C:34]([C@@:35]3([C@@H:44]([C:45]4[CH:50]=[CH:49][CH:48]=[C:47]([Cl:51])[C:46]=4[F:52])[C@H:43]([C:53]([NH:9][C@H:13]4[CH2:14][CH2:7][C@H:6]([N:3]5[CH2:1][CH:5]([OH:65])[CH2:4]5)[CH2:17][CH2:12]4)=[O:54])[NH:42][C:41]43[CH2:56][CH2:57][C:58]([CH3:62])([CH3:61])[CH2:59][CH2:60]4)[C:36](=[O:40])[NH:37]2)=[CH:33][CH:32]=1. (4) Given the reactants [N:1]1[C:8]([Cl:9])=[N:7][C:5](Cl)=[N:4][C:2]=1[Cl:3].C(N(C(C)C)CC)(C)C.[N:19]1[CH:24]=[CH:23][CH:22]=[CH:21][C:20]=1[N:25]1[CH2:30][CH2:29][NH:28][CH2:27][CH2:26]1, predict the reaction product. The product is: [Cl:9][C:8]1[N:1]=[C:2]([Cl:3])[N:4]=[C:5]([N:28]2[CH2:29][CH2:30][N:25]([C:20]3[CH:21]=[CH:22][CH:23]=[CH:24][N:19]=3)[CH2:26][CH2:27]2)[N:7]=1.